This data is from NCI-60 drug combinations with 297,098 pairs across 59 cell lines. The task is: Regression. Given two drug SMILES strings and cell line genomic features, predict the synergy score measuring deviation from expected non-interaction effect. (1) Drug 1: C1C(C(OC1N2C=NC(=NC2=O)N)CO)O. Drug 2: C(CN)CNCCSP(=O)(O)O. Cell line: 786-0. Synergy scores: CSS=-5.93, Synergy_ZIP=2.06, Synergy_Bliss=-0.233, Synergy_Loewe=-3.16, Synergy_HSA=-3.45. (2) Drug 1: C1=CC(=C2C(=C1NCCNCCO)C(=O)C3=C(C=CC(=C3C2=O)O)O)NCCNCCO. Drug 2: CC1=C(C(CCC1)(C)C)C=CC(=CC=CC(=CC(=O)O)C)C. Cell line: CCRF-CEM. Synergy scores: CSS=39.5, Synergy_ZIP=-3.64, Synergy_Bliss=-6.67, Synergy_Loewe=-10.3, Synergy_HSA=-4.33. (3) Drug 1: C(CC(=O)O)C(=O)CN.Cl. Drug 2: COC1=C2C(=CC3=C1OC=C3)C=CC(=O)O2. Cell line: SNB-75. Synergy scores: CSS=1.29, Synergy_ZIP=-1.52, Synergy_Bliss=0.585, Synergy_Loewe=-0.970, Synergy_HSA=-0.969. (4) Drug 1: CN(C)N=NC1=C(NC=N1)C(=O)N. Drug 2: CN1C2=C(C=C(C=C2)N(CCCl)CCCl)N=C1CCCC(=O)O.Cl. Cell line: HCC-2998. Synergy scores: CSS=3.49, Synergy_ZIP=0.155, Synergy_Bliss=2.23, Synergy_Loewe=-1.15, Synergy_HSA=-0.319. (5) Drug 1: CC1=C(C(CCC1)(C)C)C=CC(=CC=CC(=CC(=O)O)C)C. Drug 2: C1CN(CCN1C(=O)CCBr)C(=O)CCBr. Cell line: MCF7. Synergy scores: CSS=21.4, Synergy_ZIP=-8.90, Synergy_Bliss=-5.12, Synergy_Loewe=-1.74, Synergy_HSA=-0.0814. (6) Drug 1: C1CCC(CC1)NC(=O)N(CCCl)N=O. Drug 2: CN(C)N=NC1=C(NC=N1)C(=O)N. Cell line: RPMI-8226. Synergy scores: CSS=40.1, Synergy_ZIP=0.122, Synergy_Bliss=5.65, Synergy_Loewe=-4.85, Synergy_HSA=4.09. (7) Synergy scores: CSS=6.61, Synergy_ZIP=-2.07, Synergy_Bliss=1.84, Synergy_Loewe=-2.76, Synergy_HSA=2.98. Cell line: SF-539. Drug 1: C1CCC(C1)C(CC#N)N2C=C(C=N2)C3=C4C=CNC4=NC=N3. Drug 2: C1=CC=C(C(=C1)C(C2=CC=C(C=C2)Cl)C(Cl)Cl)Cl. (8) Drug 1: CC1CCC2CC(C(=CC=CC=CC(CC(C(=O)C(C(C(=CC(C(=O)CC(OC(=O)C3CCCCN3C(=O)C(=O)C1(O2)O)C(C)CC4CCC(C(C4)OC)O)C)C)O)OC)C)C)C)OC. Drug 2: CN(CC1=CN=C2C(=N1)C(=NC(=N2)N)N)C3=CC=C(C=C3)C(=O)NC(CCC(=O)O)C(=O)O. Cell line: OVCAR-5. Synergy scores: CSS=30.7, Synergy_ZIP=3.79, Synergy_Bliss=8.95, Synergy_Loewe=-19.8, Synergy_HSA=1.50. (9) Drug 1: C1=C(C(=O)NC(=O)N1)F. Drug 2: C1CN1P(=S)(N2CC2)N3CC3. Cell line: HOP-92. Synergy scores: CSS=21.1, Synergy_ZIP=-4.00, Synergy_Bliss=-3.88, Synergy_Loewe=0.606, Synergy_HSA=1.53.